From a dataset of NCI-60 drug combinations with 297,098 pairs across 59 cell lines. Regression. Given two drug SMILES strings and cell line genomic features, predict the synergy score measuring deviation from expected non-interaction effect. (1) Drug 1: C1=CC(=C2C(=C1NCCNCCO)C(=O)C3=C(C=CC(=C3C2=O)O)O)NCCNCCO. Drug 2: CCCCC(=O)OCC(=O)C1(CC(C2=C(C1)C(=C3C(=C2O)C(=O)C4=C(C3=O)C=CC=C4OC)O)OC5CC(C(C(O5)C)O)NC(=O)C(F)(F)F)O. Cell line: SW-620. Synergy scores: CSS=45.4, Synergy_ZIP=6.03, Synergy_Bliss=4.74, Synergy_Loewe=-3.33, Synergy_HSA=6.42. (2) Drug 1: C1=NC2=C(N1)C(=S)N=C(N2)N. Drug 2: C1=CN(C=N1)CC(O)(P(=O)(O)O)P(=O)(O)O. Cell line: NCI-H322M. Synergy scores: CSS=38.4, Synergy_ZIP=5.75, Synergy_Bliss=8.88, Synergy_Loewe=8.04, Synergy_HSA=11.2.